Dataset: Full USPTO retrosynthesis dataset with 1.9M reactions from patents (1976-2016). Task: Predict the reactants needed to synthesize the given product. (1) The reactants are: N12CCCN=[C:7]1[CH2:6][CH2:5][CH2:4][CH2:3][CH2:2]2.[C:12]12([C:22](=[O:25])[CH:23]=[CH2:24])[CH2:21][CH:16]3[CH2:17][CH:18]([CH2:20][CH:14]([CH2:15]3)[CH2:13]1)[CH2:19]2.[Cl-].[O:27]=C(C)C[N+]1C=CC=CC=1. Given the product [C:12]12([C:7]3[CH:6]=[C:5]([OH:27])[CH:4]=[CH:3][CH:2]=3)[CH2:21][CH:16]3[CH2:15][CH:14]([CH2:20][CH:18]([CH2:17]3)[CH2:19]1)[CH2:13]2.[C:12]12([C:22](=[O:25])[CH:23]=[CH2:24])[CH2:19][CH:18]3[CH2:17][CH:16]([CH2:15][CH:14]([CH2:20]3)[CH2:13]1)[CH2:21]2, predict the reactants needed to synthesize it. (2) The reactants are: [CH3:1][Si:2]([CH3:9])([CH3:8])N1C=CN=C1.[Br:10][C:11]1[CH:16]=[CH:15][C:14]([C:17]([OH:20])([CH3:19])[CH3:18])=[CH:13][CH:12]=1.C(=O)(O)[O-].[Na+]. Given the product [Br:10][C:11]1[CH:12]=[CH:13][C:14]([C:17]([CH3:19])([O:20][Si:2]([CH3:1])([CH3:8])[CH3:9])[CH3:18])=[CH:15][CH:16]=1, predict the reactants needed to synthesize it. (3) Given the product [CH2:25]([O:24][C:22](=[O:23])[CH2:21][O:17][C:6]1[CH:5]=[C:4]2[C:9]([C:10]([N:12]3[CH2:16][CH2:15][CH2:14][CH2:13]3)=[CH:11][C:2]([CH3:1])=[N:3]2)=[CH:8][CH:7]=1)[CH3:26], predict the reactants needed to synthesize it. The reactants are: [CH3:1][C:2]1[CH:11]=[C:10]([N:12]2[CH2:16][CH2:15][CH2:14][CH2:13]2)[C:9]2[C:4](=[CH:5][C:6]([OH:17])=[CH:7][CH:8]=2)[N:3]=1.[H-].[Na+].Br[CH2:21][C:22]([O:24][CH2:25][CH3:26])=[O:23].C([O-])(O)=O.[Na+]. (4) Given the product [Cl:20][C:17]1[CH:16]=[CH:15][C:14]([CH2:13][CH:5]2[C:6](=[O:12])[C:7]([CH3:11])([CH3:10])[CH2:8][CH2:9]2)=[CH:19][CH:18]=1, predict the reactants needed to synthesize it. The reactants are: COC([C:5]1([CH2:13][C:14]2[CH:19]=[CH:18][C:17]([Cl:20])=[CH:16][CH:15]=2)[CH2:9][CH2:8][C:7]([CH3:11])([CH3:10])[C:6]1=[O:12])=O.CN(C)C(=O)C.Cl.N1C=CC=CC=1.O.C(=O)(O)[O-].[Na+]. (5) Given the product [CH3:1][O:2][C:3]1[CH:8]=[CH:7][C:6]([C:9]2[S:13][C:12]([C:14]([NH:16][C:17]3([C:25]([OH:27])=[O:26])[CH2:18][CH2:19][CH2:20][CH2:21][CH2:22][CH2:23][CH2:24]3)=[O:15])=[C:11]([NH:29][C:30]([NH:32][C:33]3[C:38]([CH3:39])=[CH:37][C:36]([CH3:40])=[CH:35][C:34]=3[CH3:41])=[O:31])[CH:10]=2)=[CH:5][CH:4]=1, predict the reactants needed to synthesize it. The reactants are: [CH3:1][O:2][C:3]1[CH:8]=[CH:7][C:6]([C:9]2[S:13][C:12]([C:14]([NH:16][C:17]3([C:25]([O:27]C)=[O:26])[CH2:24][CH2:23][CH2:22][CH2:21][CH2:20][CH2:19][CH2:18]3)=[O:15])=[C:11]([NH:29][C:30]([NH:32][C:33]3[C:38]([CH3:39])=[CH:37][C:36]([CH3:40])=[CH:35][C:34]=3[CH3:41])=[O:31])[CH:10]=2)=[CH:5][CH:4]=1.[OH-].[Li+].